This data is from Full USPTO retrosynthesis dataset with 1.9M reactions from patents (1976-2016). The task is: Predict the reactants needed to synthesize the given product. Given the product [N:29]12[CH2:26][CH2:28][C:35]([CH2:36][CH:17]3[C:18](=[O:56])[CH:19]=[C:20]4[CH:22]=[N:10][CH:11]=[CH:12][N:13]5[C:21]4=[C:16]3[CH2:15][NH:14]5)([CH2:32][CH2:30]1)[CH2:34][CH2:33]2, predict the reactants needed to synthesize it. The reactants are: N12CCC(C[NH:10][CH2:11][CH2:12][N:13]3[C:21]4[C:16](=[CH:17][CH:18]=[CH:19][C:20]=4[C:22]([O-])=O)[CH:15]=[N:14]3)(CC1)CC2.[Li+].[CH:26]([N:29]([CH2:33][CH3:34])[CH:30]([CH3:32])C)([CH3:28])C.[CH3:35][CH2:36]CP1(OP(CCC)(=O)OP(CCC)(=O)O1)=O.C1C[O:56]CC1.